From a dataset of Reaction yield outcomes from USPTO patents with 853,638 reactions. Predict the reaction yield, written as a fraction of the theoretical maximum amount of product (1.0 means a 100% yield; for example, 0.34 means a 34% yield). (1) The catalyst is O1CCCC1. The reactants are [CH:1]([N:4]1[C:12]2[CH:11]=[C:10]([C:13]3[CH:18]=[CH:17][N:16]=[N:15][CH:14]=3)[CH:9]=[C:8]([C:19]([O:21]C)=[O:20])[C:7]=2[C:6]([CH3:23])=[CH:5]1)([CH3:3])[CH3:2].CO.[OH-].[Li+].O. The product is [CH:1]([N:4]1[C:12]2[CH:11]=[C:10]([C:13]3[CH:18]=[CH:17][N:16]=[N:15][CH:14]=3)[CH:9]=[C:8]([C:19]([OH:21])=[O:20])[C:7]=2[C:6]([CH3:23])=[CH:5]1)([CH3:3])[CH3:2]. The yield is 0.950. (2) The reactants are C([O:4][CH2:5][CH2:6][CH2:7][N:8]1[C:13](=[O:14])[C:12]2[NH:15][C:16]([C:19]3[CH:24]=[CH:23][CH:22]=[C:21]([O:25][C:26]([F:29])([F:28])[F:27])[CH:20]=3)=[C:17]([CH3:18])[C:11]=2[N:10]([CH3:30])[C:9]1=[O:31])(=O)C.O[Li].O. The catalyst is C1COCC1.O.C(Cl)Cl. The product is [OH:4][CH2:5][CH2:6][CH2:7][N:8]1[C:13](=[O:14])[C:12]2[NH:15][C:16]([C:19]3[CH:24]=[CH:23][CH:22]=[C:21]([O:25][C:26]([F:29])([F:28])[F:27])[CH:20]=3)=[C:17]([CH3:18])[C:11]=2[N:10]([CH3:30])[C:9]1=[O:31]. The yield is 0.276. (3) The reactants are [CH3:1][O:2][C:3]1[CH:4]=[C:5]2[C:10](=[CH:11][CH:12]=1)[CH:9]=[C:8]([S:13]([N:16]1[CH2:21][CH2:20][CH2:19][CH2:18][CH:17]1[CH2:22][O:23][CH2:24][C:25]([OH:27])=O)(=[O:15])=[O:14])[CH:7]=[CH:6]2.C(N(C(C)C)CC)(C)C.ON1C2C=CC=CC=2N=N1.Cl.C(N=C=NCCCN(C)C)C.[CH3:59][N:60]1[CH2:65][CH2:64][CH:63]([N:66]2[CH2:71][CH2:70][NH:69][CH2:68][CH2:67]2)[CH2:62][CH2:61]1. The catalyst is ClCCl. The product is [CH3:1][O:2][C:3]1[CH:4]=[C:5]2[C:10](=[CH:11][CH:12]=1)[CH:9]=[C:8]([S:13]([N:16]1[CH2:21][CH2:20][CH2:19][CH2:18][CH:17]1[CH2:22][O:23][CH2:24][C:25]([N:69]1[CH2:68][CH2:67][N:66]([CH:63]3[CH2:64][CH2:65][N:60]([CH3:59])[CH2:61][CH2:62]3)[CH2:71][CH2:70]1)=[O:27])(=[O:14])=[O:15])[CH:7]=[CH:6]2. The yield is 0.500.